From a dataset of Reaction yield outcomes from USPTO patents with 853,638 reactions. Predict the reaction yield, written as a fraction of the theoretical maximum amount of product (1.0 means a 100% yield; for example, 0.34 means a 34% yield). The reactants are [C:1]([CH2:3][C:4]1([N:20]2[CH:24]=[C:23]([C:25]3[C:26]4[CH:33]=[CH:32][N:31]([CH2:34][O:35][CH2:36][CH2:37][Si:38]([CH3:41])([CH3:40])[CH3:39])[C:27]=4[N:28]=[CH:29][N:30]=3)[CH:22]=[N:21]2)[CH2:7][C:6]([C:14](OC(C)C)=[O:15])([C:8](OC(C)C)=[O:9])[CH2:5]1)#[N:2].O1CCCC1.[BH4-].[Li+].Cl.C([O-])(O)=O.[Na+]. The catalyst is CO. The product is [OH:15][CH2:14][C:6]1([CH2:8][OH:9])[CH2:5][C:4]([CH2:3][C:1]#[N:2])([N:20]2[CH:24]=[C:23]([C:25]3[C:26]4[CH:33]=[CH:32][N:31]([CH2:34][O:35][CH2:36][CH2:37][Si:38]([CH3:40])([CH3:41])[CH3:39])[C:27]=4[N:28]=[CH:29][N:30]=3)[CH:22]=[N:21]2)[CH2:7]1. The yield is 0.600.